From a dataset of Reaction yield outcomes from USPTO patents with 853,638 reactions. Predict the reaction yield, written as a fraction of the theoretical maximum amount of product (1.0 means a 100% yield; for example, 0.34 means a 34% yield). (1) The reactants are [Cl-].[CH3:2][N:3]([CH3:40])[C:4]1[CH:5]=[C:6]2[C:15](=[CH:16][CH:17]=1)[C:14]([C:18]1[CH:23]=[C:22]([O:24][CH3:25])[C:21]([N:26]([CH2:34][CH3:35])[CH2:27][CH2:28][CH2:29][C:30]([O:32]C)=[O:31])=[CH:20][C:19]=1[OH:36])=[C:13]1[C:8](=[CH:9][C:10](=[N+:37]([CH3:39])[CH3:38])[CH:11]=[CH:12]1)[O:7]2.[OH-].[K+]. The catalyst is C(O)(=O)C. The product is [CH3:40][N:3]([CH3:2])[C:4]1[CH:5]=[C:6]2[C:15](=[CH:16][CH:17]=1)[C:14]([C:18]1[C:19]([OH:36])=[CH:20][C:21]([N:26]([CH2:34][CH3:35])[CH2:27][CH2:28][CH2:29][C:30]([O-:32])=[O:31])=[C:22]([O:24][CH3:25])[CH:23]=1)=[C:13]1[C:8](=[CH:9][C:10](=[N+:37]([CH3:39])[CH3:38])[CH:11]=[CH:12]1)[O:7]2. The yield is 0.980. (2) The reactants are C([Si]([O:8][CH2:9][CH2:10][CH2:11][CH2:12][CH2:13][CH2:14][CH2:15][CH2:16][CH2:17][CH2:18][CH2:19][CH2:20][CH2:21][CH2:22][CH:23]=[CH2:24])(C)C)(C)(C)C.CCCC[N+](CCCC)(CCCC)CCCC.[F-]. The catalyst is C1COCC1. The product is [CH2:9]([OH:8])[CH2:10][CH2:11][CH2:12][CH2:13][CH2:14][CH2:15][CH2:16][CH2:17][CH2:18][CH2:19][CH2:20][CH2:21][CH2:22][CH:23]=[CH2:24]. The yield is 0.770. (3) The reactants are ClCCl.[O:4]1[CH:8]=[CH:7][CH:6]=[C:5]1[C:9]([OH:11])=[O:10].Cl.C(N=C=NCCCN(C)C)C.[OH:24][CH:25]([CH3:29])[C:26](=O)[CH3:27]. The catalyst is O. The product is [O:24]=[C:25]([CH3:29])[CH:26]([C:6]1[CH:7]=[CH:8][O:4][C:5]=1[C:9]([OH:11])=[O:10])[CH3:27]. The yield is 1.00. (4) The reactants are [CH:1]1([N:7]2[C:12]([OH:13])=[C:11]([C:14]([NH:16][CH2:17][C:18]([O:20]CC)=[O:19])=[O:15])[C:10](=[O:23])[NH:9][C:8]2=[O:24])[CH2:6][CH2:5][CH2:4][CH2:3][CH2:2]1.C(=O)([O-])[O-].[K+].[K+].[F:31][C:32]([F:42])([F:41])[C:33]1[CH:40]=[CH:39][C:36]([CH2:37]Br)=[CH:35][CH:34]=1.Cl. The catalyst is CC(N(C)C)=O. The product is [CH:1]1([N:7]2[C:12]([OH:13])=[C:11]([C:14]([NH:16][CH2:17][C:18]([OH:20])=[O:19])=[O:15])[C:10](=[O:23])[N:9]([CH2:37][C:36]3[CH:35]=[CH:34][C:33]([C:32]([F:31])([F:41])[F:42])=[CH:40][CH:39]=3)[C:8]2=[O:24])[CH2:6][CH2:5][CH2:4][CH2:3][CH2:2]1. The yield is 0.375. (5) The reactants are Br.[CH2:2]([O:9][C:10]([N:12]1[CH2:16][CH2:15][CH2:14][CH:13]1[C:17]1[S:21][N:20]=[C:19]([NH:22]C(=O)C)[N:18]=1)=[O:11])[C:3]1[CH:8]=[CH:7][CH:6]=[CH:5][CH:4]=1.C([O-])([O-])=O.[K+].[K+]. The catalyst is C(O)C.O. The product is [CH2:2]([O:9][C:10]([N:12]1[CH2:16][CH2:15][CH2:14][CH:13]1[C:17]1[S:21][N:20]=[C:19]([NH2:22])[N:18]=1)=[O:11])[C:3]1[CH:4]=[CH:5][CH:6]=[CH:7][CH:8]=1. The yield is 0.940. (6) The reactants are [Br:1][C:2]1[S:6][C:5]([C:7](OC)=[O:8])=[C:4]([NH:11][CH2:12][CH3:13])[CH:3]=1.[OH-].[Na+].Cl.C([N:19](CC)CC)C.[Cl-].[NH4+].Cl.C(N=C=NCCCN(C)C)C.ON1C2C=CC=CC=2N=N1. The catalyst is CO.O.CCOC(C)=O. The product is [Br:1][C:2]1[S:6][C:5]([C:7]([NH2:19])=[O:8])=[C:4]([NH:11][CH2:12][CH3:13])[CH:3]=1. The yield is 0.420.